This data is from Forward reaction prediction with 1.9M reactions from USPTO patents (1976-2016). The task is: Predict the product of the given reaction. (1) Given the reactants [F:1][C:2]1[CH:7]=[CH:6][CH:5]=[C:4]([F:8])[C:3]=1[CH3:9].[N+:10]([O-])([OH:12])=[O:11], predict the reaction product. The product is: [F:1][C:2]1[CH:7]=[CH:6][C:5]([N+:10]([O-:12])=[O:11])=[C:4]([F:8])[C:3]=1[CH3:9]. (2) Given the reactants C(OC([N:8]1[CH2:15][CH:14]2[C:10]([CH3:26])([N:11]([C:16]([O:18][CH2:19][C:20]3[CH:25]=[CH:24][CH:23]=[CH:22][CH:21]=3)=[O:17])[CH2:12][CH2:13]2)[CH2:9]1)=O)(C)(C)C.C(O)(C(F)(F)F)=O, predict the reaction product. The product is: [CH2:19]([O:18][C:16]([N:11]1[CH2:12][CH2:13][CH:14]2[CH2:15][NH:8][CH2:9][C:10]12[CH3:26])=[O:17])[C:20]1[CH:21]=[CH:22][CH:23]=[CH:24][CH:25]=1. (3) Given the reactants [Br:1][C:2]1[CH:7]=[CH:6][C:5]([N:8]=[C:9]=[O:10])=[C:4]([CH3:11])[CH:3]=1.Cl.[Cl:13][CH2:14][CH2:15][NH2:16].O, predict the reaction product. The product is: [Br:1][C:2]1[CH:7]=[CH:6][C:5]([NH:8][C:9]([NH:16][CH2:15][CH2:14][Cl:13])=[O:10])=[C:4]([CH3:11])[CH:3]=1. (4) Given the reactants [CH3:1][O:2][C:3]1[CH:8]=[CH:7][C:6]([C:9]2([C:15]([O:17][C:18]3[CH:23]=[CH:22][C:21]([C:24]([NH:26][O:27]CC4C=CC=CC=4)=[O:25])=[CH:20][CH:19]=3)=[O:16])[CH2:14][CH2:13][CH2:12][CH2:11][CH2:10]2)=[CH:5][CH:4]=1, predict the reaction product. The product is: [CH3:1][O:2][C:3]1[CH:8]=[CH:7][C:6]([C:9]2([C:15]([O:17][C:18]3[CH:19]=[CH:20][C:21]([C:24]([NH:26][OH:27])=[O:25])=[CH:22][CH:23]=3)=[O:16])[CH2:14][CH2:13][CH2:12][CH2:11][CH2:10]2)=[CH:5][CH:4]=1. (5) Given the reactants [C:1]([Si:5]([CH3:18])([CH3:17])[O:6][C:7]1[CH:15]=[C:14]2[C:10]([C:11]([Cl:16])=[CH:12][NH:13]2)=[CH:9][CH:8]=1)([CH3:4])([CH3:3])[CH3:2].[C:19]([O:23][C:24](=[O:27])[CH2:25]Br)([CH3:22])([CH3:21])[CH3:20].C(=O)([O-])[O-].[Cs+].[Cs+], predict the reaction product. The product is: [C:19]([O:23][C:24](=[O:27])[CH2:25][N:13]1[C:14]2[C:10](=[CH:9][CH:8]=[C:7]([O:6][Si:5]([C:1]([CH3:4])([CH3:3])[CH3:2])([CH3:18])[CH3:17])[CH:15]=2)[C:11]([Cl:16])=[CH:12]1)([CH3:22])([CH3:21])[CH3:20]. (6) Given the reactants Br[CH2:2][C:3]([C:5]1[O:6][C:7]2[CH:13]=[C:12]([O:14][CH3:15])[C:11]([Cl:16])=[CH:10][C:8]=2[CH:9]=1)=O.[Br:17][C:18]1[S:22][C:21]([NH2:23])=[N:20][N:19]=1, predict the reaction product. The product is: [Br:17][C:18]1[S:22][C:21]2=[N:23][C:3]([C:5]3[O:6][C:7]4[CH:13]=[C:12]([O:14][CH3:15])[C:11]([Cl:16])=[CH:10][C:8]=4[CH:9]=3)=[CH:2][N:20]2[N:19]=1. (7) Given the reactants Br[C:2]1[CH:38]=[CH:37][C:5]([CH2:6][N:7]2[C:11]3[CH:12]=[CH:13][C:14]([O:16][CH2:17][C:18]4[CH:27]=[CH:26][C:25]5[C:20](=[CH:21][CH:22]=[CH:23][CH:24]=5)[N:19]=4)=[CH:15][C:10]=3[N:9]=[C:8]2[C@@H:28]2[C@H:30]([C:31]([O:33]C)=[O:32])[C:29]2([CH3:36])[CH3:35])=[C:4]([F:39])[CH:3]=1.[F:40][C:41]1[CH:46]=[CH:45][C:44](B(O)O)=[CH:43][CH:42]=1, predict the reaction product. The product is: [F:39][C:4]1[CH:3]=[C:2]([C:44]2[CH:45]=[CH:46][C:41]([F:40])=[CH:42][CH:43]=2)[CH:38]=[CH:37][C:5]=1[CH2:6][N:7]1[C:11]2[CH:12]=[CH:13][C:14]([O:16][CH2:17][C:18]3[CH:27]=[CH:26][C:25]4[C:20](=[CH:21][CH:22]=[CH:23][CH:24]=4)[N:19]=3)=[CH:15][C:10]=2[N:9]=[C:8]1[C@@H:28]1[C@H:30]([C:31]([OH:33])=[O:32])[C:29]1([CH3:36])[CH3:35]. (8) Given the reactants COC1C=CC(C[N:8]2[CH:12]=[C:11]([C:13]3[N:18]=[C:17]([C:19]([N:21]4[CH2:26][CH2:25][CH:24]([N:27]5[CH2:31][CH2:30][CH2:29][CH2:28]5)[CH2:23][CH2:22]4)=[O:20])[C:16]([CH3:32])=[CH:15][C:14]=3[C:33]3[CH:38]=[CH:37][CH:36]=[C:35]([C:39]([F:42])([F:41])[F:40])[CH:34]=3)[N:10]=[N:9]2)=CC=1.C([O-])([O-])=O.[Na+].[Na+], predict the reaction product. The product is: [CH3:32][C:16]1[C:17]([C:19]([N:21]2[CH2:22][CH2:23][CH:24]([N:27]3[CH2:31][CH2:30][CH2:29][CH2:28]3)[CH2:25][CH2:26]2)=[O:20])=[N:18][C:13]([C:11]2[N:10]=[N:9][NH:8][CH:12]=2)=[C:14]([C:33]2[CH:38]=[CH:37][CH:36]=[C:35]([C:39]([F:42])([F:41])[F:40])[CH:34]=2)[CH:15]=1.